This data is from Full USPTO retrosynthesis dataset with 1.9M reactions from patents (1976-2016). The task is: Predict the reactants needed to synthesize the given product. (1) Given the product [Cl:8][C:9]1[CH:14]=[CH:13][CH:12]=[CH:11][C:10]=1[C@H:15]([N:25]([C:50]1[CH:55]=[C:54]([F:56])[CH:53]=[C:52]([F:57])[CH:51]=1)[C:26]([C@@H:28]1[CH2:29][N:30]([CH3:43])[CH2:31][C:32](=[O:42])[N:33]1[C:34]1[CH:39]=[C:38]([C:40]#[N:41])[CH:37]=[CH:36][N:35]=1)=[O:27])[C:16]([NH:18][CH:19]1[CH2:22][C:21]([F:24])([F:23])[CH2:20]1)=[O:17], predict the reactants needed to synthesize it. The reactants are: C(O)(C(F)(F)F)=O.[Cl:8][C:9]1[CH:14]=[CH:13][CH:12]=[CH:11][C:10]=1[CH:15]([N:25]([C:50]1[CH:55]=[C:54]([F:56])[CH:53]=[C:52]([F:57])[CH:51]=1)[C:26]([C@H:28]1[N:33]([C:34]2[CH:39]=[C:38]([C:40]#[N:41])[CH:37]=[CH:36][N:35]=2)[C:32](=[O:42])[CH2:31][N:30]([C:43](OC(C)(C)C)=O)[CH2:29]1)=[O:27])[C:16]([NH:18][CH:19]1[CH2:22][C:21]([F:24])([F:23])[CH2:20]1)=[O:17].C([O-])([O-])=O.[K+].[K+].IC. (2) The reactants are: [F:1][C:2]1[C:10]([O:11][CH3:12])=[CH:9][CH:8]=[C:7]([O:13][CH3:14])[C:3]=1[C:4](O)=[O:5].O=S(Cl)[Cl:17].CN(C=O)C. Given the product [F:1][C:2]1[C:10]([O:11][CH3:12])=[CH:9][CH:8]=[C:7]([O:13][CH3:14])[C:3]=1[C:4]([Cl:17])=[O:5], predict the reactants needed to synthesize it.